Dataset: Full USPTO retrosynthesis dataset with 1.9M reactions from patents (1976-2016). Task: Predict the reactants needed to synthesize the given product. (1) Given the product [CH2:33]([C:13]1[N:14]([CH2:15][CH2:16][CH2:17][CH2:18][NH:19][CH:27]2[CH2:32][CH2:31][O:30][CH2:29][CH2:28]2)[C:10]2[C:9]3[CH:8]=[CH:7][CH:6]=[CH:5][C:4]=3[N:3]=[C:2]([NH2:1])[C:11]=2[N:12]=1)[CH3:34], predict the reactants needed to synthesize it. The reactants are: [NH2:1][C:2]1[C:11]2[N:12]=[C:13]([CH2:33][CH3:34])[N:14]([CH2:15][CH2:16][CH2:17][CH2:18][N:19]([CH:27]3[CH2:32][CH2:31][O:30][CH2:29][CH2:28]3)C(=O)OC(C)(C)C)[C:10]=2[C:9]2[CH:8]=[CH:7][CH:6]=[CH:5][C:4]=2[N:3]=1. (2) Given the product [CH3:19][O:20][C:21]1[CH:27]=[C:25]([O:26][Si:1]([C:14]([CH3:17])([CH3:16])[CH3:15])([C:8]2[CH:13]=[CH:12][CH:11]=[CH:10][CH:9]=2)[C:2]2[CH:7]=[CH:6][CH:5]=[CH:4][CH:3]=2)[CH:24]=[C:23]([OH:28])[CH:22]=1, predict the reactants needed to synthesize it. The reactants are: [Si:1](Cl)([C:14]([CH3:17])([CH3:16])[CH3:15])([C:8]1[CH:13]=[CH:12][CH:11]=[CH:10][CH:9]=1)[C:2]1[CH:7]=[CH:6][CH:5]=[CH:4][CH:3]=1.[CH3:19][O:20][C:21]1[CH:22]=[C:23]([OH:28])[CH:24]=[C:25]([CH:27]=1)[OH:26].N1C=CN=C1. (3) Given the product [Cl:1][CH2:2][C@H:3]1[C:11]2[C:10]3[CH:12]=[CH:13][CH:14]=[CH:15][C:9]=3[C:8]([O:16][CH2:17][C:18]3[CH:23]=[CH:22][C:21]([NH:24][C:25](=[O:56])[C@@H:26]([NH:34][C:35](=[O:55])[C@@H:36]([NH:40][C:41](=[O:54])[CH2:42][CH2:43][CH2:44][CH2:45][CH2:46][N:47]4[C:51](=[O:52])[CH:50]=[CH:49][C:48]4=[O:53])[CH:37]([CH3:39])[CH3:38])[CH2:27][CH2:28][CH2:29][NH:30][C:31]([NH2:33])=[O:32])=[CH:20][CH:19]=3)=[CH:7][C:6]=2[N:5]([C:57](=[O:89])[CH2:58][CH2:59][CH2:60][CH2:61][CH2:62][O:63][C:64]2[C:65]([O:87][CH3:88])=[CH:66][C:67]3[C:73](=[O:74])[N:72]4[CH2:75][CH2:76][CH2:77][C@H:71]4[CH:70]=[N:69][C:68]=3[CH:86]=2)[CH2:4]1, predict the reactants needed to synthesize it. The reactants are: [Cl:1][CH2:2][C@H:3]1[C:11]2[C:10]3[CH:12]=[CH:13][CH:14]=[CH:15][C:9]=3[C:8]([O:16][CH2:17][C:18]3[CH:23]=[CH:22][C:21]([NH:24][C:25](=[O:56])[C@@H:26]([NH:34][C:35](=[O:55])[C@@H:36]([NH:40][C:41](=[O:54])[CH2:42][CH2:43][CH2:44][CH2:45][CH2:46][N:47]4[C:51](=[O:52])[CH:50]=[CH:49][C:48]4=[O:53])[CH:37]([CH3:39])[CH3:38])[CH2:27][CH2:28][CH2:29][NH:30][C:31]([NH2:33])=[O:32])=[CH:20][CH:19]=3)=[CH:7][C:6]=2[N:5]([C:57](=[O:89])[CH2:58][CH2:59][CH2:60][CH2:61][CH2:62][O:63][C:64]2[C:65]([O:87][CH3:88])=[CH:66][C:67]3[C:73](=[O:74])[N:72]4[CH2:75][CH2:76][CH2:77][C@H:71]4[C@H:70](O)[N:69](C(OC(C)(C)C)=O)[C:68]=3[CH:86]=2)[CH2:4]1.O.C([O-])(O)=O.[Na+]. (4) Given the product [O:54]1[C:18]2[CH:19]=[CH:20][C:21]([CH2:5][N:7]3[CH2:12][CH2:11][N:10]([CH2:13][C@@H:14]([OH:43])[C@@H:15]([NH:23][C:24](=[O:42])[C@@H:25]([NH:29][C:30](=[O:41])[CH2:31][CH2:32][C:33]4[N:34]=[C:35]([CH:38]([CH3:39])[CH3:40])[S:36][CH:37]=4)[CH:26]([CH3:27])[CH3:28])[CH2:16][C:17]4[CH:22]=[CH:21][CH:20]=[CH:19][CH:18]=4)[CH:9]([C:44]([NH:46][C:47]([CH3:48])([CH3:50])[CH3:49])=[O:45])[CH2:8]3)=[CH:22][C:17]=2[O:55][CH2:52]1, predict the reactants needed to synthesize it. The reactants are: CC(C)(O[C:5]([N:7]1[CH2:12][CH2:11][N:10]([CH2:13][C@@H:14]([OH:43])[C@@H:15]([NH:23][C:24](=[O:42])[C@@H:25]([NH:29][C:30](=[O:41])[CH2:31][CH2:32][C:33]2[N:34]=[C:35]([CH:38]([CH3:40])[CH3:39])[S:36][CH:37]=2)[CH:26]([CH3:28])[CH3:27])[CH2:16][C:17]2[CH:22]=[CH:21][CH:20]=[CH:19][CH:18]=2)[CH:9]([C:44]([NH:46][C:47]([CH3:50])([CH3:49])[CH3:48])=[O:45])[CH2:8]1)=O)C.[C:52](=[O:55])([O-:54])N. (5) Given the product [CH2:24]1[N:17]2[C:18]3[C:14]([C@@H:15]4[CH2:28][NH:27][CH2:26][CH2:25][C@@H:16]42)=[CH:13][C:12]([NH:11][CH2:5][C:4]2[CH:7]=[CH:8][CH:9]=[CH:10][C:3]=2[C:1]#[N:2])=[CH:20][C:19]=3[CH2:21][S:22][CH2:23]1, predict the reactants needed to synthesize it. The reactants are: [C:1]([C:3]1[CH:10]=[CH:9][CH:8]=[CH:7][C:4]=1[CH:5]=O)#[N:2].[NH2:11][C:12]1[CH:13]=[C:14]2[C:18]3=[C:19]([CH2:21][S:22][CH2:23][CH2:24][N:17]3[C@H:16]3[CH2:25][CH2:26][N:27](C(OC(C)(C)C)=O)[CH2:28][C@@H:15]23)[CH:20]=1. (6) Given the product [CH2:1]([CH:3]([NH:6][C:7]1[CH:12]=[C:11]([CH3:13])[N:10]=[C:9]([O:14][C:15]2[C:16]([CH3:24])=[CH:17][C:18]([CH2:19][OH:20])=[CH:21][C:22]=2[CH3:23])[C:8]=1[CH3:25])[CH2:4][CH3:5])[CH3:2], predict the reactants needed to synthesize it. The reactants are: [CH2:1]([CH:3]([NH:6][C:7]1[CH:12]=[C:11]([CH3:13])[N:10]=[C:9]([O:14][C:15]2[C:22]([CH3:23])=[CH:21][C:18]([CH:19]=[O:20])=[CH:17][C:16]=2[CH3:24])[C:8]=1[CH3:25])[CH2:4][CH3:5])[CH3:2].[BH4-].[Na+]. (7) The reactants are: [CH3:1][C:2]1([CH:5]=O)[CH2:4][CH2:3]1.[NH2:7][C@H:8]([C:11]1[CH:16]=[CH:15][CH:14]=[CH:13][CH:12]=1)[CH2:9][OH:10].C[Si]([C:21]#[N:22])(C)C. Given the product [OH:10][CH2:9][C@H:8]([NH:7][C@@H:5]([C:2]1([CH3:1])[CH2:3][CH2:4]1)[C:21]#[N:22])[C:11]1[CH:16]=[CH:15][CH:14]=[CH:13][CH:12]=1, predict the reactants needed to synthesize it.